Dataset: Full USPTO retrosynthesis dataset with 1.9M reactions from patents (1976-2016). Task: Predict the reactants needed to synthesize the given product. (1) Given the product [F:27][C:28]1[CH:33]=[CH:32][C:31]([F:34])=[CH:30][C:29]=1[C:35]1[N:37]=[C:24]([CH:10]2[CH2:11][CH:12]([C:14]3[CH:15]=[CH:16][C:17]([C:20]([F:22])([F:23])[F:21])=[CH:18][CH:19]=3)[CH2:13][N:8]([C:6]([N:4]3[CH2:5][CH:2]([OH:1])[CH2:3]3)=[O:7])[CH2:9]2)[O:26][N:36]=1, predict the reactants needed to synthesize it. The reactants are: [OH:1][CH:2]1[CH2:5][N:4]([C:6]([N:8]2[CH2:13][CH:12]([C:14]3[CH:19]=[CH:18][C:17]([C:20]([F:23])([F:22])[F:21])=[CH:16][CH:15]=3)[CH2:11][CH:10]([C:24]([OH:26])=O)[CH2:9]2)=[O:7])[CH2:3]1.[F:27][C:28]1[CH:33]=[CH:32][C:31]([F:34])=[CH:30][C:29]=1[C:35](=[N:37]O)[NH2:36]. (2) The reactants are: Cl[CH:2]([CH2:13][CH3:14])[C:3]([NH:5][C:6]1[CH:11]=[CH:10][C:9]([F:12])=[CH:8][CH:7]=1)=[O:4].[OH:15][C:16]1[CH:25]=[CH:24][C:19]([C:20]([O:22][CH3:23])=[O:21])=[CH:18][CH:17]=1.C(=O)([O-])[O-].[K+].[K+].O. Given the product [F:12][C:9]1[CH:10]=[CH:11][C:6]([NH:5][C:3]([CH:2]([O:15][C:16]2[CH:17]=[CH:18][C:19]([C:20]([O:22][CH3:23])=[O:21])=[CH:24][CH:25]=2)[CH2:13][CH3:14])=[O:4])=[CH:7][CH:8]=1, predict the reactants needed to synthesize it. (3) Given the product [ClH:14].[Cl:14][CH2:2][C:3]1[N:7]([CH2:8][CH2:9][CH3:10])[CH:6]=[N:5][C:4]=1[CH3:11], predict the reactants needed to synthesize it. The reactants are: O[CH2:2][C:3]1[N:7]([CH2:8][CH2:9][CH3:10])[CH:6]=[N:5][C:4]=1[CH3:11].S(Cl)([Cl:14])=O.